Dataset: Blood-brain barrier penetration binary classification data from Martins et al.. Task: Regression/Classification. Given a drug SMILES string, predict its absorption, distribution, metabolism, or excretion properties. Task type varies by dataset: regression for continuous measurements (e.g., permeability, clearance, half-life) or binary classification for categorical outcomes (e.g., BBB penetration, CYP inhibition). Dataset: bbb_martins. The molecule is OC(Cn1cncn1)(Cn1cncn1)c1ccc(F)cc1F. The result is 1 (penetrates BBB).